This data is from Full USPTO retrosynthesis dataset with 1.9M reactions from patents (1976-2016). The task is: Predict the reactants needed to synthesize the given product. (1) The reactants are: [NH:1]([C:3]1[CH:8]=[CH:7][C:6]([N+:9]([O-:11])=[O:10])=[CH:5][N:4]=1)[NH2:2].[C:12](OC)(OC)(OC)[CH2:13][CH2:14][CH2:15][CH3:16]. Given the product [CH2:13]([C:12]1[N:4]2[CH:5]=[C:6]([N+:9]([O-:11])=[O:10])[CH:7]=[CH:8][C:3]2=[N:1][N:2]=1)[CH2:14][CH2:15][CH3:16], predict the reactants needed to synthesize it. (2) Given the product [CH:1]1([CH:4]([C:11]2[CH:16]=[CH:15][N:14]=[C:13]([CH2:17][O:18][C:19]3[CH:24]=[CH:23][C:22]([C:25]4[CH:30]=[C:29]([O:31][CH3:32])[CH:28]=[CH:27][C:26]=4[F:33])=[C:21]([CH2:34][C:35]([CH3:38])([CH3:37])[CH3:36])[N:20]=3)[CH:12]=2)[CH2:5][C:6]([OH:8])=[O:7])[CH2:2][CH2:3]1, predict the reactants needed to synthesize it. The reactants are: [CH:1]1([CH:4]([C:11]2[CH:16]=[CH:15][N:14]=[C:13]([CH2:17][O:18][C:19]3[CH:24]=[CH:23][C:22]([C:25]4[CH:30]=[C:29]([O:31][CH3:32])[CH:28]=[CH:27][C:26]=4[F:33])=[C:21]([CH2:34][C:35]([CH3:38])([CH3:37])[CH3:36])[N:20]=3)[CH:12]=2)[CH2:5][C:6]([O:8]CC)=[O:7])[CH2:3][CH2:2]1.[OH-].[Na+].Cl. (3) Given the product [ClH:1].[Cl:1][C:2]1[CH:3]=[C:4]2[C:8](=[CH:9][CH:10]=1)[NH:7][C:6]([S:11]([N:14]1[CH2:19][CH2:18][N:17]([C:30]([C:28]3[S:27][C:24]4[CH2:25][NH:26][CH:21]([CH3:20])[CH2:22][C:23]=4[N:29]=3)=[O:31])[CH2:16][CH2:15]1)(=[O:13])=[O:12])=[CH:5]2, predict the reactants needed to synthesize it. The reactants are: [Cl:1][C:2]1[CH:3]=[C:4]2[C:8](=[CH:9][CH:10]=1)[NH:7][C:6]([S:11]([N:14]1[CH2:19][CH2:18][NH:17][CH2:16][CH2:15]1)(=[O:13])=[O:12])=[CH:5]2.[CH3:20][CH:21]1[NH:26][CH2:25][C:24]2[S:27][C:28]([C:30]([O-])=[O:31])=[N:29][C:23]=2[CH2:22]1.[Li+]. (4) Given the product [C:3]([O:30][C:29](=[O:32])[N:26]([CH2:22][C:13]1[CH:14]=[C:15]([C:16]2[CH:21]=[CH:20][CH:19]=[CH:18][CH:17]=2)[N:11]([S:8]([C:5]2[CH:6]=[N:7][C:2]([Cl:1])=[C:3]([CH3:24])[CH:4]=2)(=[O:10])=[O:9])[CH:12]=1)[CH3:25])([CH3:24])([CH3:4])[CH3:2], predict the reactants needed to synthesize it. The reactants are: [Cl:1][C:2]1[N:7]=[CH:6][C:5]([S:8]([N:11]2[C:15]([C:16]3[CH:21]=[CH:20][CH:19]=[CH:18][CH:17]=3)=[CH:14][C:13]([CH:22]=O)=[CH:12]2)(=[O:10])=[O:9])=[CH:4][C:3]=1[CH3:24].[CH3:25][NH2:26].[BH4-].[Na+].[C:29](=[O:32])([O-])[OH:30].[Na+]. (5) Given the product [Cl:30][C:2]1[C:11]2[C:6](=[CH:7][CH:8]=[C:9]([C:12]3[CH:17]=[CH:16][C:15]([F:18])=[CH:14][CH:13]=3)[CH:10]=2)[N:5]=[CH:4][N:3]=1, predict the reactants needed to synthesize it. The reactants are: O[C:2]1[C:11]2[C:6](=[CH:7][CH:8]=[C:9]([C:12]3[CH:17]=[CH:16][C:15]([F:18])=[CH:14][CH:13]=3)[CH:10]=2)[N:5]=[CH:4][N:3]=1.C(N(C(C)C)CC)(C)C.O=P(Cl)(Cl)[Cl:30]. (6) Given the product [CH3:1][CH:2]([CH3:16])[CH2:3][CH2:4][CH2:5][CH2:6][CH2:7][CH2:8][C:9]1[CH:10]=[CH:11][C:12]([NH:13][C:22](=[O:23])[O:21][C:17]([CH3:20])([CH3:19])[CH3:18])=[CH:14][CH:15]=1, predict the reactants needed to synthesize it. The reactants are: [CH3:1][CH:2]([CH3:16])[CH2:3][CH2:4][CH2:5][CH2:6][CH2:7][CH2:8][C:9]1[CH:15]=[CH:14][C:12]([NH2:13])=[CH:11][CH:10]=1.[C:17]([O:21][C:22](N[C@H](C(O)=O)[C@@H](C)O)=[O:23])([CH3:20])([CH3:19])[CH3:18].